From a dataset of NCI-60 drug combinations with 297,098 pairs across 59 cell lines. Regression. Given two drug SMILES strings and cell line genomic features, predict the synergy score measuring deviation from expected non-interaction effect. Drug 1: C1=NC2=C(N1)C(=S)N=C(N2)N. Drug 2: CC1C(C(CC(O1)OC2CC(OC(C2O)C)OC3=CC4=CC5=C(C(=O)C(C(C5)C(C(=O)C(C(C)O)O)OC)OC6CC(C(C(O6)C)O)OC7CC(C(C(O7)C)O)OC8CC(C(C(O8)C)O)(C)O)C(=C4C(=C3C)O)O)O)O. Cell line: HT29. Synergy scores: CSS=34.9, Synergy_ZIP=0.841, Synergy_Bliss=3.00, Synergy_Loewe=-32.8, Synergy_HSA=0.393.